From a dataset of Full USPTO retrosynthesis dataset with 1.9M reactions from patents (1976-2016). Predict the reactants needed to synthesize the given product. (1) Given the product [Cl:1][C:2]1[CH:3]=[CH:4][C:5]2[N:11]3[CH:12]=[CH:13][CH:14]=[C:10]3[C@@H:9]([CH2:15][CH2:16][C:17]([NH:42][CH:43]3[CH2:44][CH2:45][CH:46]([C:49]([O:51][CH3:52])=[O:50])[CH2:47][CH2:48]3)=[O:18])[O:8][C@H:7]([C:20]3[CH:25]=[CH:24][CH:23]=[C:22]([O:26][CH3:27])[C:21]=3[O:28][CH3:29])[C:6]=2[CH:30]=1, predict the reactants needed to synthesize it. The reactants are: [Cl:1][C:2]1[CH:3]=[CH:4][C:5]2[N:11]3[CH:12]=[CH:13][CH:14]=[C:10]3[C@@H:9]([CH2:15][CH2:16][C:17](O)=[O:18])[O:8][C@H:7]([C:20]3[CH:25]=[CH:24][CH:23]=[C:22]([O:26][CH3:27])[C:21]=3[O:28][CH3:29])[C:6]=2[CH:30]=1.ON1C2C=CC=CC=2N=N1.Cl.[NH2:42][CH:43]1[CH2:48][CH2:47][CH:46]([C:49]([O:51][CH3:52])=[O:50])[CH2:45][CH2:44]1.Cl.C(N=C=NCCCN(C)C)C. (2) Given the product [C:1]([O:5][C:6](=[O:18])[CH2:7][CH2:8][C:9]1[CH:10]=[C:11]([C:14]([O:16][CH3:17])=[O:15])[NH:12][CH:13]=1)([CH3:4])([CH3:3])[CH3:2], predict the reactants needed to synthesize it. The reactants are: [C:1]([O:5][C:6](=[O:18])[CH:7]=[CH:8][C:9]1[CH:10]=[C:11]([C:14]([O:16][CH3:17])=[O:15])[NH:12][CH:13]=1)([CH3:4])([CH3:3])[CH3:2]. (3) Given the product [C:2]([N:22]1[CH:21]=[C:20]([C:19]2[CH:18]=[N:17][N:14]3[C:15](=[O:16])[C:10]([CH2:8][CH3:9])=[C:11]([CH3:25])[NH:12][C:13]=23)[CH:24]=[N:23]1)(=[O:3])[CH3:1], predict the reactants needed to synthesize it. The reactants are: [CH3:1][C:2](OC(C)=O)=[O:3].[CH2:8]([C:10]1[C:15](=[O:16])[N:14]2[N:17]=[CH:18][C:19]([C:20]3[CH:21]=[N:22][NH:23][CH:24]=3)=[C:13]2[NH:12][C:11]=1[CH3:25])[CH3:9]. (4) Given the product [Br:18][C:19]1[CH:24]=[CH:23][C:22]([NH:1][C:2]2[CH:3]=[C:4]([NH:14][C:15](=[O:17])[CH3:16])[CH:5]=[C:6]([C:8]3[CH:13]=[CH:12][CH:11]=[CH:10][CH:9]=3)[CH:7]=2)=[C:21]([N+:26]([O-:28])=[O:27])[CH:20]=1, predict the reactants needed to synthesize it. The reactants are: [NH2:1][C:2]1[CH:3]=[C:4]([NH:14][C:15](=[O:17])[CH3:16])[CH:5]=[C:6]([C:8]2[CH:13]=[CH:12][CH:11]=[CH:10][CH:9]=2)[CH:7]=1.[Br:18][C:19]1[CH:24]=[CH:23][C:22](F)=[C:21]([N+:26]([O-:28])=[O:27])[CH:20]=1.[F-].[K+]. (5) Given the product [CH3:1][C:2]1[CH:7]=[C:6]([NH:8][C:9]2[N:14]=[C:13]([C:15]([F:18])([F:17])[F:16])[CH:12]=[CH:11][N:10]=2)[CH:5]=[C:4]([C:19]2[CH:24]=[CH:23][CH:22]=[C:21]([C:25]3[NH:29][N:28]=[N:27][N:26]=3)[CH:20]=2)[CH:3]=1, predict the reactants needed to synthesize it. The reactants are: [CH3:1][C:2]1[CH:3]=[C:4]([C:19]2[CH:24]=[CH:23][CH:22]=[C:21]([C:25]#[N:26])[CH:20]=2)[CH:5]=[C:6]([NH:8][C:9]2[N:14]=[C:13]([C:15]([F:18])([F:17])[F:16])[CH:12]=[CH:11][N:10]=2)[CH:7]=1.[N-:27]=[N+:28]=[N-:29].[Na+]. (6) Given the product [NH2:2]/[C:1](=[N:34]\[O:35]/[C:42](/[C:43]([O:45][CH3:46])=[O:44])=[CH:41]/[C:39]([O:38][CH3:37])=[O:40])/[C:3]1([CH3:26])[CH2:8][N:7]([C:9]([O:11][C:12]([CH3:15])([CH3:14])[CH3:13])=[O:10])[CH2:6][CH2:5][N:4]1[C:16]([O:18][CH2:19][C:20]1[CH:21]=[CH:22][CH:23]=[CH:24][CH:25]=1)=[O:17], predict the reactants needed to synthesize it. The reactants are: [C:1]([C:3]1([CH3:26])[CH2:8][N:7]([C:9]([O:11][C:12]([CH3:15])([CH3:14])[CH3:13])=[O:10])[CH2:6][CH2:5][N:4]1[C:16]([O:18][CH2:19][C:20]1[CH:25]=[CH:24][CH:23]=[CH:22][CH:21]=1)=[O:17])#[N:2].CCN(CC)CC.[NH2:34][OH:35].Cl.[CH3:37][O:38][C:39]([C:41]#[C:42][C:43]([O:45][CH3:46])=[O:44])=[O:40].